This data is from Full USPTO retrosynthesis dataset with 1.9M reactions from patents (1976-2016). The task is: Predict the reactants needed to synthesize the given product. (1) The reactants are: Cl[C:2]1[N:10]=[CH:9][C:8]([Cl:11])=[CH:7][C:3]=1[C:4]([OH:6])=[O:5].[OH:12][C:13]1[CH:14]=[C:15]([CH:18]=[CH:19][CH:20]=1)[C:16]#[N:17]. Given the product [Cl:11][C:8]1[CH:9]=[N:10][C:2]([O:12][C:13]2[CH:20]=[CH:19][CH:18]=[C:15]([C:16]#[N:17])[CH:14]=2)=[C:3]([CH:7]=1)[C:4]([OH:6])=[O:5], predict the reactants needed to synthesize it. (2) Given the product [CH:21]1([NH:20][C:18]2[N:17]3[N:24]=[CH:25][C:26]([CH:27]=[O:28])=[C:16]3[N:15]=[C:14]([C:12]3[S:13][C:9]([CH2:8][N:29]4[CH2:33][CH2:32][CH2:31][CH2:30]4)=[CH:10][CH:11]=3)[CH:19]=2)[CH2:23][CH2:22]1, predict the reactants needed to synthesize it. The reactants are: C(=O)([O-])[O-].[K+].[K+].Br[CH2:8][C:9]1[S:13][C:12]([C:14]2[CH:19]=[C:18]([NH:20][CH:21]3[CH2:23][CH2:22]3)[N:17]3[N:24]=[CH:25][C:26]([CH:27]=[O:28])=[C:16]3[N:15]=2)=[CH:11][CH:10]=1.[NH:29]1[CH2:33][CH2:32][CH2:31][CH2:30]1.O. (3) The reactants are: [OH:1][C:2]12[CH2:11][CH:6]3[CH2:7][CH:8]([CH2:10][C:4]([CH:12]([OH:15])[CH2:13][CH3:14])([CH2:5]3)[CH2:3]1)[CH2:9]2.[C:16](Cl)(=[O:19])[CH:17]=[CH2:18].C(N(CC)CC)C. Given the product [OH:1][C:2]12[CH2:11][CH:6]3[CH2:7][CH:8]([CH2:10][C:4]([CH:12]([O:15][C:16](=[O:19])[CH:17]=[CH2:18])[CH2:13][CH3:14])([CH2:5]3)[CH2:3]1)[CH2:9]2, predict the reactants needed to synthesize it. (4) Given the product [CH3:53][O:54][C:55](=[O:69])[C:56]1[CH:61]=[C:60]([N:62]([S:64]([CH3:67])(=[O:66])=[O:65])[CH3:63])[N:59]=[C:58]([NH:73][CH:70]2[CH2:72][CH2:71]2)[CH:57]=1, predict the reactants needed to synthesize it. The reactants are: C1(P(C2C=CC=CC=2)C2C=CC3C(=CC=CC=3)C=2C2C3C(=CC=CC=3)C=CC=2P(C2C=CC=CC=2)C2C=CC=CC=2)C=CC=CC=1.C(=O)([O-])[O-].[Cs+].[Cs+].[CH3:53][O:54][C:55](=[O:69])[C:56]1[CH:61]=[C:60]([N:62]([S:64]([CH3:67])(=[O:66])=[O:65])[CH3:63])[N:59]=[C:58](Cl)[CH:57]=1.[CH:70]1([NH2:73])[CH2:72][CH2:71]1. (5) Given the product [NH2:7][CH2:8][C@@H:9]1[O:13][C:12](=[O:14])[N:11]([C:15]2[CH:20]=[CH:19][C:18]([N:21]3[CH2:26][CH2:25][O:24][CH2:23][C:22]3=[O:27])=[CH:17][CH:16]=2)[CH2:10]1, predict the reactants needed to synthesize it. The reactants are: ClC1C=CC(C=[N:7][CH2:8][C@@H:9]2[O:13][C:12](=[O:14])[N:11]([C:15]3[CH:20]=[CH:19][C:18]([N:21]4[CH2:26][CH2:25][O:24][CH2:23][C:22]4=[O:27])=[CH:17][CH:16]=3)[CH2:10]2)=CC=1. (6) Given the product [Cl:5][C:6]1[CH:12]=[C:11]([Cl:13])[CH:10]=[C:9]([CH3:14])[C:7]=1[N:8]=[C:1]=[S:2], predict the reactants needed to synthesize it. The reactants are: [C:1](Cl)(Cl)=[S:2].[Cl:5][C:6]1[CH:12]=[C:11]([Cl:13])[CH:10]=[C:9]([CH3:14])[C:7]=1[NH2:8]. (7) Given the product [CH:25]1([C:23]2[NH:22][N:21]=[C:20]([N:19]3[C:3]4[CH:4]=[C:5]([NH:8][C@H:9]([C:12]5[CH:17]=[CH:16][C:15]([F:18])=[CH:14][CH:13]=5)[CH2:10][OH:11])[N:6]=[CH:7][C:2]=4[N:1]=[CH:28]3)[CH:24]=2)[CH2:27][CH2:26]1, predict the reactants needed to synthesize it. The reactants are: [NH2:1][C:2]1[C:3]([NH:19][C:20]2[CH:24]=[C:23]([CH:25]3[CH2:27][CH2:26]3)[NH:22][N:21]=2)=[CH:4][C:5]([NH:8][C@H:9]([C:12]2[CH:17]=[CH:16][C:15]([F:18])=[CH:14][CH:13]=2)[CH2:10][OH:11])=[N:6][CH:7]=1.[C:28](O)(=O)C.C(N)=N.C([O-])(O)=O.[Na+].CCOC(C)=O. (8) Given the product [CH3:14][O:15][C:16]1[CH:17]=[CH:18][C:19]([C:20]([O:33][CH2:34][C@H:35]2[O:39][C@@H:38]([N:40]3[CH:47]=[C:46]([CH3:48])[C:44](=[O:45])[NH:43][C:41]3=[O:42])[C@H:37]([O:49][CH2:50][CH2:51][O:52][CH3:53])[C@@H:36]2[CH3:54])([C:21]2[CH:22]=[CH:23][CH:24]=[CH:25][CH:26]=2)[C:27]2[CH:32]=[CH:31][CH:30]=[CH:29][CH:28]=2)=[CH:56][CH:57]=1, predict the reactants needed to synthesize it. The reactants are: [PH2](=O)[O-].[NH4+].C[Si](C)(C)N[Si](C)(C)C.[CH3:14][O:15][C:16]1[CH:57]=[CH:56][C:19]([C:20]([O:33][CH2:34][C@H:35]2[O:39][C@@H:38]([N:40]3[CH:47]=[C:46]([CH3:48])[C:44](=[O:45])[NH:43][C:41]3=[O:42])[C@H:37]([O:49][CH2:50][CH2:51][O:52][CH3:53])[C@@H:36]2[CH2:54]I)([C:27]2[CH:32]=[CH:31][CH:30]=[CH:29][CH:28]=2)[C:21]2[CH:26]=[CH:25][CH:24]=[CH:23][CH:22]=2)=[CH:18][CH:17]=1.C(N(C(C)C)CC)(C)C. (9) Given the product [Cl:13][C:14]1[CH:27]=[CH:26][C:17]2[S:18][C:19]([S:22]([NH:1][C:2]3[CH:3]=[CH:4][C:5]([C:6]([O:8][CH2:9][CH3:10])=[O:7])=[CH:11][CH:12]=3)(=[O:23])=[O:24])=[C:20]([CH3:21])[C:16]=2[CH:15]=1, predict the reactants needed to synthesize it. The reactants are: [NH2:1][C:2]1[CH:12]=[CH:11][C:5]([C:6]([O:8][CH2:9][CH3:10])=[O:7])=[CH:4][CH:3]=1.[Cl:13][C:14]1[CH:27]=[CH:26][C:17]2[S:18][C:19]([S:22](Cl)(=[O:24])=[O:23])=[C:20]([CH3:21])[C:16]=2[CH:15]=1.Cl.